Task: Predict the reaction yield, written as a fraction of the theoretical maximum amount of product (1.0 means a 100% yield; for example, 0.34 means a 34% yield).. Dataset: Reaction yield outcomes from USPTO patents with 853,638 reactions (1) The reactants are [H-].[Na+].[CH3:3][O:4][C:5]1[C:14]2[NH:13][C:12](=[O:15])[C@@H:11]3[CH2:16][N:17]([C:19]([O:21][C:22]([CH3:25])([CH3:24])[CH3:23])=[O:20])[CH2:18][C@@H:10]3[C:9]=2[CH:8]=[CH:7][CH:6]=1.I[CH3:27]. The catalyst is C1COCC1. The product is [CH3:3][O:4][C:5]1[C:14]2[N:13]([CH3:27])[C:12](=[O:15])[C@@H:11]3[CH2:16][N:17]([C:19]([O:21][C:22]([CH3:25])([CH3:24])[CH3:23])=[O:20])[CH2:18][C@@H:10]3[C:9]=2[CH:8]=[CH:7][CH:6]=1. The yield is 0.910. (2) The catalyst is CN(C=O)C. The reactants are [CH3:1][C:2]([C:4]1[CH:9]=[CH:8][C:7]([OH:10])=[C:6]([O:11][CH3:12])[CH:5]=1)=[O:3].[CH2:13](Br)[C:14]1[CH:19]=[CH:18][CH:17]=[CH:16][CH:15]=1.C(=O)([O-])[O-].[K+].[K+]. The product is [CH2:13]([O:10][C:7]1[CH:8]=[CH:9][C:4]([C:2](=[O:3])[CH3:1])=[CH:5][C:6]=1[O:11][CH3:12])[C:14]1[CH:19]=[CH:18][CH:17]=[CH:16][CH:15]=1. The yield is 0.990. (3) The catalyst is C(#N)CC.CC([O-])=O.CC([O-])=O.[Pd+2]. The yield is 0.180. The product is [NH2:1][C:2]1[N:7]=[CH:6][C:5](/[CH:13]=[CH:12]/[C:11]([N:10]([CH3:9])[CH2:15][C:16]2[C:24]3[C:19](=[N:20][CH:21]=[CH:22][CH:23]=3)[N:18]([CH3:25])[CH:17]=2)=[O:14])=[CH:4][N:3]=1. The reactants are [NH2:1][C:2]1[N:7]=[CH:6][C:5](Br)=[CH:4][N:3]=1.[CH3:9][N:10]([CH2:15][C:16]1[C:24]2[C:19](=[N:20][CH:21]=[CH:22][CH:23]=2)[N:18]([CH3:25])[CH:17]=1)[C:11](=[O:14])[CH:12]=[CH2:13].CC1C=CC=CC=1P(C1C=CC=CC=1C)C1C=CC=CC=1C.CCN(C(C)C)C(C)C. (4) The reactants are [N:1]1[NH:2][N:3]=[N:4][C:5]=1[NH:6][C:7]([C:9]1[S:13][C:12]2[CH:14]=[C:15]([CH3:20])[C:16]([O:18][CH3:19])=[CH:17][C:11]=2[C:10]=1[O:21][C:22]1[CH:27]=[CH:26][C:25]([CH:28]2[CH2:33][CH2:32][CH2:31][CH2:30][CH2:29]2)=[CH:24][CH:23]=1)=[O:8].[CH:34](N(C(C)C)CC)(C)C.CI. The catalyst is ClCCl. The product is [CH3:34][N:3]1[N:2]=[N:1][C:5]([NH:6][C:7]([C:9]2[S:13][C:12]3[CH:14]=[C:15]([CH3:20])[C:16]([O:18][CH3:19])=[CH:17][C:11]=3[C:10]=2[O:21][C:22]2[CH:23]=[CH:24][C:25]([CH:28]3[CH2:33][CH2:32][CH2:31][CH2:30][CH2:29]3)=[CH:26][CH:27]=2)=[O:8])=[N:4]1. The yield is 0.370. (5) The reactants are [CH3:1][O:2][C:3](=[O:27])[CH:4]([C:9]1[CH:10]=[C:11]([C:16]2[CH:21]=[C:20]([C:22]([F:25])([F:24])[F:23])[CH:19]=[C:18]([F:26])[CH:17]=2)[CH:12]=[C:13]([OH:15])[CH:14]=1)[CH2:5][CH:6]([CH3:8])[CH3:7].[F:28][C:29]1[CH:30]=[C:31](B(O)O)[CH:32]=[C:33]([F:35])[CH:34]=1. No catalyst specified. The product is [CH3:1][O:2][C:3](=[O:27])[CH:4]([C:9]1[CH:10]=[C:11]([C:16]2[CH:21]=[C:20]([C:22]([F:24])([F:23])[F:25])[CH:19]=[C:18]([F:26])[CH:17]=2)[CH:12]=[C:13]([O:15][C:31]2[CH:30]=[C:29]([F:28])[CH:34]=[C:33]([F:35])[CH:32]=2)[CH:14]=1)[CH2:5][CH:6]([CH3:8])[CH3:7]. The yield is 0.830. (6) The reactants are [CH2:1]([O:8][C:9]1[CH:14]=[CH:13][C:12]([C:15]2[CH:20]=[CH:19][N:18]=[C:17](S(C)(=O)=O)[N:16]=2)=[CH:11][CH:10]=1)[C:2]1[CH:7]=[CH:6][CH:5]=[CH:4][CH:3]=1.[C:25]([O:29][C:30](=[O:40])[CH:31]([CH2:33][C:34]1[CH:39]=[CH:38][CH:37]=[CH:36][CH:35]=1)[NH2:32])([CH3:28])([CH3:27])[CH3:26]. The yield is 0.610. No catalyst specified. The product is [CH2:1]([O:8][C:9]1[CH:14]=[CH:13][C:12]([C:15]2[CH:20]=[CH:19][N:18]=[C:17]([NH:32][C@H:31]([C:30]([O:29][C:25]([CH3:28])([CH3:27])[CH3:26])=[O:40])[CH2:33][C:34]3[CH:39]=[CH:38][CH:37]=[CH:36][CH:35]=3)[N:16]=2)=[CH:11][CH:10]=1)[C:2]1[CH:7]=[CH:6][CH:5]=[CH:4][CH:3]=1. (7) The reactants are C[Si]([N-][Si](C)(C)C)(C)C.[Li+].Br[CH2:12][CH2:13][CH2:14][CH:15]([C:20]1[CH:25]=[CH:24][C:23]([B:26]2[O:30][C:29]([CH3:32])([CH3:31])[C:28]([CH3:34])([CH3:33])[O:27]2)=[C:22]([Cl:35])[CH:21]=1)[C:16]([O:18][CH3:19])=[O:17]. The catalyst is C1COCC1. The product is [Cl:35][C:22]1[CH:21]=[C:20]([C:15]2([C:16]([O:18][CH3:19])=[O:17])[CH2:14][CH2:13][CH2:12]2)[CH:25]=[CH:24][C:23]=1[B:26]1[O:30][C:29]([CH3:32])([CH3:31])[C:28]([CH3:34])([CH3:33])[O:27]1. The yield is 0.980.